This data is from Catalyst prediction with 721,799 reactions and 888 catalyst types from USPTO. The task is: Predict which catalyst facilitates the given reaction. Reactant: Br[CH:2]([C:4]1[S:8][C:7]([S:9][C:10]2[CH:15]=[CH:14][C:13]([Cl:16])=[CH:12][C:11]=2[Cl:17])=[C:6]([N+:18]([O-:20])=[O:19])[CH:5]=1)[CH3:3].[NH3:21]. Product: [Cl:17][C:11]1[CH:12]=[C:13]([Cl:16])[CH:14]=[CH:15][C:10]=1[S:9][C:7]1[S:8][C:4]([CH:2]([NH2:21])[CH3:3])=[CH:5][C:6]=1[N+:18]([O-:20])=[O:19]. The catalyst class is: 5.